Task: Regression. Given two drug SMILES strings and cell line genomic features, predict the synergy score measuring deviation from expected non-interaction effect.. Dataset: NCI-60 drug combinations with 297,098 pairs across 59 cell lines (1) Synergy scores: CSS=23.0, Synergy_ZIP=-2.17, Synergy_Bliss=-3.88, Synergy_Loewe=-4.91, Synergy_HSA=-2.75. Drug 1: C1=NC2=C(N=C(N=C2N1C3C(C(C(O3)CO)O)O)F)N. Cell line: HCT116. Drug 2: COCCOC1=C(C=C2C(=C1)C(=NC=N2)NC3=CC=CC(=C3)C#C)OCCOC.Cl. (2) Drug 1: C1C(C(OC1N2C=NC(=NC2=O)N)CO)O. Drug 2: CC1C(C(CC(O1)OC2CC(CC3=C2C(=C4C(=C3O)C(=O)C5=C(C4=O)C(=CC=C5)OC)O)(C(=O)CO)O)N)O.Cl. Cell line: CAKI-1. Synergy scores: CSS=31.2, Synergy_ZIP=1.65, Synergy_Bliss=4.14, Synergy_Loewe=-12.5, Synergy_HSA=5.38. (3) Drug 1: CC1C(C(CC(O1)OC2CC(CC3=C2C(=C4C(=C3O)C(=O)C5=C(C4=O)C(=CC=C5)OC)O)(C(=O)CO)O)N)O.Cl. Drug 2: CC1C(C(CC(O1)OC2CC(CC3=C2C(=C4C(=C3O)C(=O)C5=CC=CC=C5C4=O)O)(C(=O)C)O)N)O. Cell line: IGROV1. Synergy scores: CSS=70.6, Synergy_ZIP=2.62, Synergy_Bliss=5.99, Synergy_Loewe=7.22, Synergy_HSA=10.0. (4) Drug 1: CC1=C(C=C(C=C1)C(=O)NC2=CC(=CC(=C2)C(F)(F)F)N3C=C(N=C3)C)NC4=NC=CC(=N4)C5=CN=CC=C5. Drug 2: C(CC(=O)O)C(=O)CN.Cl. Cell line: SNB-19. Synergy scores: CSS=12.5, Synergy_ZIP=-2.30, Synergy_Bliss=-1.35, Synergy_Loewe=-4.04, Synergy_HSA=-4.00.